This data is from hERG Central: cardiac toxicity at 1µM, 10µM, and general inhibition. The task is: Predict hERG channel inhibition at various concentrations. (1) The molecule is COc1ccc(Cl)cc1C(=O)N1CCC2(CC1)CC(=O)c1ccccc1O2. Results: hERG_inhib (hERG inhibition (general)): blocker. (2) The compound is COCCn1c(C)cc(C(=O)CN2C(=O)NC3(CCCCCCC3)C2=O)c1C. Results: hERG_inhib (hERG inhibition (general)): blocker. (3) The compound is O=C(Nc1ccc([N+](=O)[O-])cc1)/C(=C/c1cccc([N+](=O)[O-])c1)NC(=O)C1CCCCC1. Results: hERG_inhib (hERG inhibition (general)): blocker. (4) The drug is O=C(CN1CCN(S(=O)(=O)c2ccc(Br)cc2)CC1)c1ccc(O)c(O)c1. Results: hERG_inhib (hERG inhibition (general)): blocker.